This data is from Reaction yield outcomes from USPTO patents with 853,638 reactions. The task is: Predict the reaction yield, written as a fraction of the theoretical maximum amount of product (1.0 means a 100% yield; for example, 0.34 means a 34% yield). (1) The reactants are [CH2:1]([C:3]1[N:7]([C:8]2[N:16]=[C:15]3[C:11]([N:12]=[C:13]([C:18]4([O:22][CH3:23])[CH2:21][NH:20][CH2:19]4)[N:14]3[CH3:17])=[C:10]([N:24]3[CH2:29][CH2:28][O:27][CH2:26][CH2:25]3)[N:9]=2)[C:6]2[CH:30]=[CH:31][CH:32]=[CH:33][C:5]=2[N:4]=1)[CH3:2].[O:34]1[CH2:39][CH2:38][C:37](=O)[CH2:36][CH2:35]1.CC(O)=O.C(O[BH-](OC(=O)C)OC(=O)C)(=O)C.[Na+]. The catalyst is ClCCCl. The product is [CH2:1]([C:3]1[N:7]([C:8]2[N:16]=[C:15]3[C:11]([N:12]=[C:13]([C:18]4([O:22][CH3:23])[CH2:21][N:20]([CH:37]5[CH2:38][CH2:39][O:34][CH2:35][CH2:36]5)[CH2:19]4)[N:14]3[CH3:17])=[C:10]([N:24]3[CH2:29][CH2:28][O:27][CH2:26][CH2:25]3)[N:9]=2)[C:6]2[CH:30]=[CH:31][CH:32]=[CH:33][C:5]=2[N:4]=1)[CH3:2]. The yield is 0.820. (2) The reactants are [Si]([O:8][CH2:9][C@:10]1([CH3:36])[S:16][CH2:15][CH2:14][N:13]2[C:17]([C:20]3([C:23]4[CH:28]=[CH:27][C:26]([C:29]5[CH:30]=[N:31][N:32]([CH3:34])[CH:33]=5)=[CH:25][C:24]=4[F:35])[CH2:22][CH2:21]3)=[N:18][N:19]=[C:12]2[CH2:11]1)(C(C)(C)C)(C)C.Cl. The catalyst is CO. The product is [F:35][C:24]1[CH:25]=[C:26]([C:29]2[CH:30]=[N:31][N:32]([CH3:34])[CH:33]=2)[CH:27]=[CH:28][C:23]=1[C:20]1([C:17]2[N:13]3[CH2:14][CH2:15][S:16][C@:10]([CH2:9][OH:8])([CH3:36])[CH2:11][C:12]3=[N:19][N:18]=2)[CH2:21][CH2:22]1. The yield is 0.900.